From a dataset of Reaction yield outcomes from USPTO patents with 853,638 reactions. Predict the reaction yield, written as a fraction of the theoretical maximum amount of product (1.0 means a 100% yield; for example, 0.34 means a 34% yield). (1) The reactants are [CH2:1]([O:8][C:9]1[CH:10]=[C:11]([C:15]2([F:27])[CH2:20][CH2:19][N:18]([CH2:21][CH2:22][C:23]([O:25]C)=O)[CH2:17][CH2:16]2)[CH:12]=[CH:13][CH:14]=1)[C:2]1[CH:7]=[CH:6][CH:5]=[CH:4][CH:3]=1.[CH2:28]([Mg]Cl)[C:29]1[CH:34]=[CH:33][CH:32]=[CH:31][CH:30]=1. The catalyst is C1COCC1. The product is [CH2:1]([O:8][C:9]1[CH:10]=[C:11]([C:15]2([F:27])[CH2:20][CH2:19][N:18]([CH2:21][CH2:22][C:23]([CH2:1][C:2]3[CH:7]=[CH:6][CH:5]=[CH:4][CH:3]=3)([CH2:28][C:29]3[CH:34]=[CH:33][CH:32]=[CH:31][CH:30]=3)[OH:25])[CH2:17][CH2:16]2)[CH:12]=[CH:13][CH:14]=1)[C:2]1[CH:3]=[CH:4][CH:5]=[CH:6][CH:7]=1. The yield is 0.490. (2) The reactants are [CH3:1][O:2][C:3]1[CH:4]=[C:5]([NH2:15])[CH:6]=[CH:7][C:8]=1[N:9]1[CH2:14][CH2:13][O:12][CH2:11][CH2:10]1.Cl[C:17]1[C:26]2[C:21](=[CH:22][CH:23]=[C:24]([I:27])[CH:25]=2)[N:20]=[CH:19][N:18]=1. The catalyst is C(#N)C. The product is [I:27][C:24]1[CH:25]=[C:26]2[C:21](=[CH:22][CH:23]=1)[N:20]=[CH:19][N:18]=[C:17]2[NH:15][C:5]1[CH:6]=[CH:7][C:8]([N:9]2[CH2:14][CH2:13][O:12][CH2:11][CH2:10]2)=[C:3]([O:2][CH3:1])[CH:4]=1. The yield is 0.880. (3) The reactants are [NH2:1][CH2:2][C@H:3]1[CH2:8][CH2:7][C@H:6]([C:9]([N:11]2[CH2:16][CH2:15][N:14]([C:17]([CH:19]3[CH2:21][CH2:20]3)=[O:18])[CH2:13][CH2:12]2)=[O:10])[CH2:5][CH2:4]1.CN(C=O)C.[Cl:27][C:28]1[CH:33]=[CH:32][C:31]([N+:34]([O-:36])=[O:35])=[C:30](F)[CH:29]=1. No catalyst specified. The product is [Cl:27][C:28]1[CH:29]=[CH:30][C:31]([N+:34]([O-:36])=[O:35])=[C:32]([NH:1][CH2:2][C@H:3]2[CH2:8][CH2:7][C@H:6]([C:9]([N:11]3[CH2:16][CH2:15][N:14]([C:17]([CH:19]4[CH2:20][CH2:21]4)=[O:18])[CH2:13][CH2:12]3)=[O:10])[CH2:5][CH2:4]2)[CH:33]=1. The yield is 0.780. (4) The product is [F:1][C:2]1[CH:7]=[CH:6][C:5]([CH2:8][C:9]2[CH:18]=[C:17]3[C:12]([C:13]([OH:29])=[C:14]([C:24]([NH:30][CH2:31][CH2:32][OH:33])=[O:25])[C:15](=[O:23])[N:16]3[CH2:19][CH2:20][CH2:21][OH:22])=[N:11][CH:10]=2)=[CH:4][CH:3]=1. The reactants are [F:1][C:2]1[CH:7]=[CH:6][C:5]([CH2:8][C:9]2[CH:18]=[C:17]3[C:12]([C:13]([OH:29])=[C:14]([C:24](OCC)=[O:25])[C:15](=[O:23])[N:16]3[CH2:19][CH2:20][CH2:21][OH:22])=[N:11][CH:10]=2)=[CH:4][CH:3]=1.[NH2:30][CH2:31][CH2:32][OH:33]. The yield is 0.460. No catalyst specified. (5) The reactants are C(OC(=O)[NH:10][CH:11]([C:13]1[NH:14][CH:15]=[C:16]([C:18]2[CH:23]=[CH:22][CH:21]=[CH:20][CH:19]=2)[N:17]=1)[CH3:12])C1C=CC=CC=1. The catalyst is CO.[Pd]. The product is [C:18]1([C:16]2[N:17]=[C:13]([CH:11]([NH2:10])[CH3:12])[NH:14][CH:15]=2)[CH:19]=[CH:20][CH:21]=[CH:22][CH:23]=1. The yield is 1.00. (6) The reactants are Cl[C:2]1[CH:30]=[CH:29][C:5]([C:6]([NH:8][CH2:9][CH2:10][NH:11][C:12]([C:14]2[C:15]([C:25]([F:28])([F:27])[F:26])=[N:16][N:17]([C:19]3[CH:24]=[CH:23][CH:22]=[CH:21][CH:20]=3)[CH:18]=2)=[O:13])=[O:7])=[CH:4][N:3]=1.[S-:31][CH2:32][CH3:33].[Na+].C1COCC1. The catalyst is CCOC(C)=O. The product is [CH2:32]([S:31][C:2]1[CH:30]=[CH:29][C:5]([C:6]([NH:8][CH2:9][CH2:10][NH:11][C:12]([C:14]2[C:15]([C:25]([F:28])([F:27])[F:26])=[N:16][N:17]([C:19]3[CH:24]=[CH:23][CH:22]=[CH:21][CH:20]=3)[CH:18]=2)=[O:13])=[O:7])=[CH:4][N:3]=1)[CH3:33]. The yield is 0.940. (7) The reactants are [CH:1]1[N:2]=[CH:3][N:4]2[CH2:9][CH2:8][CH2:7][CH2:6][C:5]=12.[Li]CCCC.CN([CH:18]=[O:19])C. The catalyst is C1COCC1. The product is [CH:1]1[N:2]=[C:3]([CH:18]=[O:19])[N:4]2[CH2:9][CH2:8][CH2:7][CH2:6][C:5]=12. The yield is 0.400. (8) The catalyst is O1CCCC1. The product is [CH2:23]([O:25][C:26]1[CH:31]=[C:30]([O:12][CH2:11][CH2:10][CH2:9][C:8]2[C:4]([O:3][CH2:1][CH3:2])=[N:5][N:6]([C:13]3[CH:18]=[C:17]([C:19]([F:21])([F:20])[F:22])[CH:16]=[CH:15][N:14]=3)[CH:7]=2)[CH:29]=[CH:28][C:27]=1[CH2:33][CH2:34][C:35]([O:37][CH3:38])=[O:36])[CH3:24]. The reactants are [CH2:1]([O:3][C:4]1[C:8]([CH2:9][CH2:10][CH2:11][OH:12])=[CH:7][N:6]([C:13]2[CH:18]=[C:17]([C:19]([F:22])([F:21])[F:20])[CH:16]=[CH:15][N:14]=2)[N:5]=1)[CH3:2].[CH2:23]([O:25][C:26]1[CH:31]=[C:30](O)[CH:29]=[CH:28][C:27]=1[CH2:33][CH2:34][C:35]([O:37][CH3:38])=[O:36])[CH3:24].C(P(CCCC)CCCC)CCC.N(C(N1CCCCC1)=O)=NC(N1CCCCC1)=O. The yield is 0.340. (9) The product is [OH:18][CH2:17][C@@H:6]([NH:7][C:10](=[O:11])[O:12][C:13]([CH3:16])([CH3:15])[CH3:14])[CH2:5][C@H:4]([CH2:8][OH:9])[CH2:1][CH:2]=[CH2:3]. The yield is 0.850. The reactants are [CH2:1]([C@H:4]1[C:8](=[O:9])[N:7]([C:10]([O:12][C:13]([CH3:16])([CH3:15])[CH3:14])=[O:11])[C@H:6]([C:17](OCC)=[O:18])[CH2:5]1)[CH:2]=[CH2:3].[BH4-].[Na+]. The catalyst is CO.O. (10) The reactants are [Br:1][C:2]1[CH:3]=[C:4]2[C:9](=[CH:10][CH:11]=1)[N:8]=[CH:7][C:6]([C:12](=[O:14])[CH3:13])=[C:5]2Cl.[CH3:16][N:17]1[CH2:22][CH2:21][N:20]([C:23]2[N:28]=[CH:27][C:26]([NH2:29])=[CH:25][CH:24]=2)[CH2:19][CH2:18]1. No catalyst specified. The product is [Br:1][C:2]1[CH:3]=[C:4]2[C:9](=[CH:10][CH:11]=1)[N:8]=[CH:7][C:6]([C:12](=[O:14])[CH3:13])=[C:5]2[NH:29][C:26]1[CH:27]=[N:28][C:23]([N:20]2[CH2:21][CH2:22][N:17]([CH3:16])[CH2:18][CH2:19]2)=[CH:24][CH:25]=1. The yield is 0.290.